The task is: Predict the product of the given reaction.. This data is from Forward reaction prediction with 1.9M reactions from USPTO patents (1976-2016). (1) The product is: [CH2:15]([O:17][C:3]1[N:8]([CH3:9])[C:7](=[O:10])[N:6]([CH3:11])[C:5](=[O:12])[C:4]=1[CH:13]=[O:14])[CH3:16]. Given the reactants [Na].Cl[C:3]1[N:8]([CH3:9])[C:7](=[O:10])[N:6]([CH3:11])[C:5](=[O:12])[C:4]=1[CH:13]=[O:14].[CH2:15]([OH:17])[CH3:16], predict the reaction product. (2) Given the reactants [CH2:1]([S:5]([NH:8][C:9]1[C:10](=[O:20])[N:11]([CH2:16][C:17]([OH:19])=O)[C:12]([CH3:15])=[CH:13][CH:14]=1)(=[O:7])=[O:6])[CH2:2][CH2:3][CH3:4].Br.Br.[S:23]1[C:27]2[CH2:28][CH:29]([NH2:32])[CH2:30][CH2:31][C:26]=2[N:25]=[C:24]1[NH2:33], predict the reaction product. The product is: [NH2:33][C:24]1[S:23][C:27]2[CH2:28][CH:29]([NH:32][C:17](=[O:19])[CH2:16][N:11]3[C:12]([CH3:15])=[CH:13][CH:14]=[C:9]([NH:8][S:5]([CH2:1][CH2:2][CH2:3][CH3:4])(=[O:6])=[O:7])[C:10]3=[O:20])[CH2:30][CH2:31][C:26]=2[N:25]=1. (3) Given the reactants [CH3:1][O:2][C:3](=[O:17])/[CH:4]=[CH:5]/[C:6]1[CH:11]=[CH:10][C:9]([C@H:12]2[CH2:16][CH2:15][CH2:14][NH:13]2)=[CH:8][CH:7]=1.Br[CH2:19][CH2:20][C:21]1[C:22]([CH3:27])=[N:23][NH:24][C:25]=1[CH3:26].C(=O)([O-])[O-].[K+].[K+], predict the reaction product. The product is: [CH3:1][O:2][C:3](=[O:17])/[CH:4]=[CH:5]/[C:6]1[CH:11]=[CH:10][C:9]([C@H:12]2[CH2:16][CH2:15][CH2:14][N:13]2[CH2:19][CH2:20][C:21]2[C:22]([CH3:27])=[N:23][NH:24][C:25]=2[CH3:26])=[CH:8][CH:7]=1.